Task: Predict the reaction yield, written as a fraction of the theoretical maximum amount of product (1.0 means a 100% yield; for example, 0.34 means a 34% yield).. Dataset: Reaction yield outcomes from USPTO patents with 853,638 reactions (1) The reactants are [Cl:1][C:2]1[C:7]([Cl:8])=[CH:6][CH:5]=[CH:4][C:3]=1[CH2:9][N:10]1[CH:14]=[C:13]([C:15]2[CH:20]=[C:19]([C:21]3[N:22]=[N:23][N:24](CC4C=CC(OC)=CC=4)[C:25]=3[I:26])[CH:18]=[CH:17][N:16]=2)[N:12]=[CH:11]1. The catalyst is C(O)(C(F)(F)F)=O. The product is [Cl:1][C:2]1[C:7]([Cl:8])=[CH:6][CH:5]=[CH:4][C:3]=1[CH2:9][N:10]1[CH:14]=[C:13]([C:15]2[CH:20]=[C:19]([C:21]3[N:22]=[N:23][NH:24][C:25]=3[I:26])[CH:18]=[CH:17][N:16]=2)[N:12]=[CH:11]1. The yield is 0.250. (2) The reactants are Br[C:2]1[CH:10]=[C:9]2[C:5]([CH:6]=[CH:7][NH:8]2)=[CH:4][CH:3]=1.[H-].[K+].C([Li])(C)(C)C.[B:18](OCCCC)([O:24]CCCC)[O:19]CCCC.Cl. The catalyst is C1COCC1. The product is [NH:8]1[C:9]2[C:5](=[CH:4][CH:3]=[C:2]([B:18]([OH:24])[OH:19])[CH:10]=2)[CH:6]=[CH:7]1. The yield is 0.680. (3) The reactants are [CH2:1]([C:5]1[N:10]=[C:9]([CH3:11])[N:8]([C:12]2[CH:13]=[C:14]3[C:18](=[CH:19][CH:20]=2)[CH2:17][CH2:16][CH:15]3[OH:21])[C:7](=[O:22])[C:6]=1[CH2:23][C:24]1[CH:29]=[CH:28][C:27]([C:30]2[CH:35]=[CH:34][CH:33]=[CH:32][C:31]=2[C:36]2[NH:40][C:39](=[O:41])[O:38][N:37]=2)=[CH:26][CH:25]=1)[CH2:2][CH2:3][CH3:4].CC(OI1(OC(C)=O)(OC(C)=O)OC(=O)C2C1=CC=CC=2)=O.C(OCC)(=O)C.S([O-])([O-])(=O)=S.[Na+].[Na+]. The catalyst is C(#N)C.O. The product is [CH2:1]([C:5]1[N:10]=[C:9]([CH3:11])[N:8]([C:12]2[CH:13]=[C:14]3[C:18](=[CH:19][CH:20]=2)[CH2:17][CH2:16][C:15]3=[O:21])[C:7](=[O:22])[C:6]=1[CH2:23][C:24]1[CH:29]=[CH:28][C:27]([C:30]2[CH:35]=[CH:34][CH:33]=[CH:32][C:31]=2[C:36]2[NH:40][C:39](=[O:41])[O:38][N:37]=2)=[CH:26][CH:25]=1)[CH2:2][CH2:3][CH3:4]. The yield is 0.820. (4) The reactants are C(#N)C.[OH:4][CH:5]1[CH:9]2[O:10][C:11](=[O:21])[CH:12]3[CH:13]([C:14]([O:16][C:17]([CH3:20])([CH3:19])[CH3:18])=[O:15])[CH:6]1[CH2:7][CH:8]23.C(N(CC)CC)C.[C:29](Cl)(=[O:33])[C:30]([CH3:32])=[CH2:31]. The catalyst is O. The product is [C:29]([O:4][CH:5]1[CH:9]2[O:10][C:11](=[O:21])[CH:12]3[CH:13]([C:14]([O:16][C:17]([CH3:18])([CH3:20])[CH3:19])=[O:15])[CH:6]1[CH2:7][CH:8]23)(=[O:33])[C:30]([CH3:32])=[CH2:31]. The yield is 0.700. (5) The reactants are CS[CH:3]1[N:11]([CH2:12][CH2:13][CH2:14][CH2:15][CH3:16])[C:10]2[N:9]=[C:8]([C:17]([F:20])([F:19])[F:18])[NH:7][C:6]=2[C:5](=[O:21])[NH:4]1.[NH2:22][NH2:23]. The catalyst is O. The product is [CH2:12]([N:11]1[C:10]2[N:9]=[C:8]([C:17]([F:20])([F:19])[F:18])[NH:7][C:6]=2[C:5](=[O:21])[NH:4]/[C:3]/1=[N:22]\[NH2:23])[CH2:13][CH2:14][CH2:15][CH3:16]. The yield is 0.650. (6) The reactants are [C:1]([O:5][C:6]([N:8]1[CH2:13][CH2:12][N:11]([C:14]2[N:15]([C:25]3[CH:30]=[CH:29][C:28](I)=[CH:27][CH:26]=3)[C:16]3[C:21]([C:22]=2[CH:23]=[O:24])=[CH:20][CH:19]=[CH:18][CH:17]=3)[CH2:10][CH2:9]1)=[O:7])([CH3:4])([CH3:3])[CH3:2].[N:32]1[CH:37]=[CH:36][C:35](B(O)O)=[CH:34][CH:33]=1. No catalyst specified. The product is [C:1]([O:5][C:6]([N:8]1[CH2:13][CH2:12][N:11]([C:14]2[N:15]([C:25]3[CH:30]=[CH:29][C:28]([C:35]4[CH:36]=[CH:37][N:32]=[CH:33][CH:34]=4)=[CH:27][CH:26]=3)[C:16]3[C:21]([C:22]=2[CH:23]=[O:24])=[CH:20][CH:19]=[CH:18][CH:17]=3)[CH2:10][CH2:9]1)=[O:7])([CH3:4])([CH3:3])[CH3:2]. The yield is 0.700. (7) The reactants are [CH3:1][C:2]([S@:5]([NH2:7])=[O:6])([CH3:4])[CH3:3].[Br:8][C:9]1[CH:16]=[CH:15][C:12]([CH:13]=O)=[CH:11][CH:10]=1.[OH-].[Na+].S([O-])([O-])(=O)=O.[Na+].[Na+]. The catalyst is C1(C)C=CC=CC=1. The product is [Br:8][C:9]1[CH:16]=[CH:15][C:12](/[CH:13]=[N:7]\[S@@:5]([C:2]([CH3:4])([CH3:3])[CH3:1])=[O:6])=[CH:11][CH:10]=1. The yield is 0.880.